From a dataset of Full USPTO retrosynthesis dataset with 1.9M reactions from patents (1976-2016). Predict the reactants needed to synthesize the given product. Given the product [C:12]12([CH2:22][N:23]3[CH2:28][CH2:27][CH:26]([NH:29][C:10]([NH:9][C:5]4[CH:6]=[CH:7][CH:8]=[C:3]([S:2][CH3:1])[CH:4]=4)=[O:11])[CH2:25][CH2:24]3)[CH2:13][CH:14]3[CH2:20][CH:18]([CH2:17][CH:16]([CH2:15]3)[CH2:21]1)[CH2:19]2, predict the reactants needed to synthesize it. The reactants are: [CH3:1][S:2][C:3]1[CH:4]=[C:5]([N:9]=[C:10]=[O:11])[CH:6]=[CH:7][CH:8]=1.[C:12]12([CH2:22][N:23]3[CH2:28][CH2:27][CH:26]([NH2:29])[CH2:25][CH2:24]3)[CH2:21][CH:16]3[CH2:17][CH:18]([CH2:20][CH:14]([CH2:15]3)[CH2:13]1)[CH2:19]2.